The task is: Predict the reactants needed to synthesize the given product.. This data is from Full USPTO retrosynthesis dataset with 1.9M reactions from patents (1976-2016). (1) Given the product [NH2:10][C:3]1[N:4]=[C:5]([CH3:9])[N:6]=[C:7]([NH:11][CH2:12][CH:13]2[CH2:14][CH2:15][N:16]([C:19](=[O:21])[CH:42]=[CH2:43])[CH2:17][CH2:18]2)[C:2]=1[C:30]1[CH:31]=[CH:32][C:27]([O:26][C:33]2[CH:38]=[CH:37][CH:36]=[CH:35][CH:34]=2)=[CH:28][CH:29]=1, predict the reactants needed to synthesize it. The reactants are: Cl[C:2]1[C:3]([NH2:10])=[N:4][C:5]([CH3:9])=[N:6][C:7]=1Cl.[NH2:11][CH2:12][CH:13]1[CH2:18][CH2:17][N:16]([C:19]([O:21]C(C)(C)C)=O)[CH2:15][CH2:14]1.[O:26]([C:33]1[CH:38]=[CH:37][C:36](B(O)O)=[CH:35][CH:34]=1)[C:27]1[CH:32]=[CH:31][CH:30]=[CH:29][CH:28]=1.[C:42](Cl)(=O)[CH:43]=C. (2) Given the product [F:1][C:2]1[CH:3]=[CH:4][C:5]([N:13]2[CH2:14][CH2:15][N:16]([CH2:19][CH2:20][C:21]3[CH:22]=[C:23]([NH:24][C:28](=[O:30])[CH3:29])[CH:25]=[CH:26][CH:27]=3)[CH2:17][CH2:18]2)=[C:6]2[C:11]=1[N:10]=[C:9]([CH3:12])[CH:8]=[CH:7]2, predict the reactants needed to synthesize it. The reactants are: [F:1][C:2]1[CH:3]=[CH:4][C:5]([N:13]2[CH2:18][CH2:17][N:16]([CH2:19][CH2:20][C:21]3[CH:22]=[C:23]([CH:25]=[CH:26][CH:27]=3)[NH2:24])[CH2:15][CH2:14]2)=[C:6]2[C:11]=1[N:10]=[C:9]([CH3:12])[CH:8]=[CH:7]2.[C:28](Cl)(=[O:30])[CH3:29]. (3) The reactants are: C[O:2][C:3]([C:5]1[C:13]2[C:8](=[C:9]([Cl:14])[CH:10]=[CH:11][CH:12]=2)[N:7]([CH2:15][CH2:16][O:17][C:18]([F:21])([F:20])[F:19])[CH:6]=1)=[O:4]. Given the product [Cl:14][C:9]1[CH:10]=[CH:11][CH:12]=[C:13]2[C:8]=1[N:7]([CH2:15][CH2:16][O:17][C:18]([F:20])([F:21])[F:19])[CH:6]=[C:5]2[C:3]([OH:4])=[O:2], predict the reactants needed to synthesize it. (4) The reactants are: [NH:1]1[CH2:7][CH2:6][CH2:5][C@H:4]([NH:8][C:9](=[O:15])[O:10][C:11]([CH3:14])([CH3:13])[CH3:12])[CH2:3][CH2:2]1.I[CH2:17][CH2:18][NH:19][C:20](=[O:29])[O:21][CH2:22][C:23]1[CH:28]=[CH:27][CH:26]=[CH:25][CH:24]=1.CCN(C(C)C)C(C)C. Given the product [C:11]([O:10][C:9]([NH:8][C@H:4]1[CH2:5][CH2:6][CH2:7][N:1]([CH2:17][CH2:18][NH:19][C:20](=[O:29])[O:21][CH2:22][C:23]2[CH:28]=[CH:27][CH:26]=[CH:25][CH:24]=2)[CH2:2][CH2:3]1)=[O:15])([CH3:12])([CH3:14])[CH3:13], predict the reactants needed to synthesize it. (5) Given the product [CH3:5][O:4][CH2:3][CH:2]([NH:1][CH2:8][CH2:7][CH2:13][S:10]([OH:12])(=[O:11])=[O:9])[CH3:6], predict the reactants needed to synthesize it. The reactants are: [NH2:1][CH:2]([CH3:6])[CH2:3][O:4][CH3:5].[CH2:7]1[CH2:13][S:10](=[O:12])(=[O:11])[O:9][CH2:8]1. (6) Given the product [CH3:20][CH:21]([NH:23][C:24]([N:16]1[C:17]2[C:13](=[CH:12][C:11]([NH:10][C:6]3[CH:5]=[C:4]([NH:3][C:24]([NH:23][CH:21]([CH3:20])[CH3:22])=[O:32])[N:9]=[CH:8][N:7]=3)=[CH:19][CH:18]=2)[CH:14]=[CH:15]1)=[O:32])[CH3:22], predict the reactants needed to synthesize it. The reactants are: [H-].[Na+].[NH2:3][C:4]1[N:9]=[CH:8][N:7]=[C:6]([NH:10][C:11]2[CH:12]=[C:13]3[C:17](=[CH:18][CH:19]=2)[NH:16][CH:15]=[CH:14]3)[CH:5]=1.[CH3:20][CH:21]([NH:23][C:24](=[O:32])OC1C=CC=CC=1)[CH3:22].